From a dataset of Full USPTO retrosynthesis dataset with 1.9M reactions from patents (1976-2016). Predict the reactants needed to synthesize the given product. (1) Given the product [NH2:13][C:8]1[CH:7]=[CH:6][CH:5]=[CH:10][C:9]=1[NH:11][C:32]([C:28]1[C:27]([NH:26][C:24](=[O:25])[C:23]2[CH:35]=[C:19]([C:15]([CH3:16])([CH3:17])[CH3:18])[CH:20]=[CH:21][C:22]=2[O:36][CH3:37])=[CH:31][NH:30][N:29]=1)=[O:33], predict the reactants needed to synthesize it. The reactants are: C(Cl)CCl.[CH:5]1[CH:6]=[CH:7][C:8]2[N:13](O)N=[N:11][C:9]=2[CH:10]=1.[C:15]([C:19]1[CH:20]=[CH:21][C:22]([O:36][CH3:37])=[C:23]([CH:35]=1)[C:24]([NH:26][C:27]1[C:28]([C:32](O)=[O:33])=[N:29][NH:30][CH:31]=1)=[O:25])([CH3:18])([CH3:17])[CH3:16].C1(N)C(N)=CC=CC=1. (2) Given the product [CH:14]1([C:12]2[CH:13]=[C:9]([NH:8][C:6]3[C:5]([C:17]4[CH:22]=[CH:21][CH:20]=[CH:19][CH:18]=4)=[CH:4][N:3]=[C:2]([NH:39][C:36]4[CH:37]=[C:38]5[C:33]([C:32](=[O:40])[NH:31][NH:30]5)=[CH:34][CH:35]=4)[N:7]=3)[NH:10][N:11]=2)[CH2:16][CH2:15]1, predict the reactants needed to synthesize it. The reactants are: Cl[C:2]1[N:7]=[C:6]([NH:8][C:9]2[NH:10][N:11]=[C:12]([CH:14]3[CH2:16][CH2:15]3)[CH:13]=2)[C:5]([C:17]2[CH:22]=[CH:21][CH:20]=[CH:19][CH:18]=2)=[CH:4][N:3]=1.C(OC([N:30]1[C:38]2[C:33](=[CH:34][CH:35]=[C:36]([NH2:39])[CH:37]=2)[C:32](=[O:40])[NH:31]1)=O)(C)(C)C.